From a dataset of Peptide-MHC class I binding affinity with 185,985 pairs from IEDB/IMGT. Regression. Given a peptide amino acid sequence and an MHC pseudo amino acid sequence, predict their binding affinity value. This is MHC class I binding data. (1) The peptide sequence is FLNEDHWFGR. The MHC is HLA-A32:01 with pseudo-sequence HLA-A32:01. The binding affinity (normalized) is 0.320. (2) The peptide sequence is DCFLWHVRK. The MHC is HLA-A11:01 with pseudo-sequence HLA-A11:01. The binding affinity (normalized) is 0.252. (3) The peptide sequence is RIYSHIAPY. The MHC is HLA-A02:03 with pseudo-sequence HLA-A02:03. The binding affinity (normalized) is 0.415. (4) The binding affinity (normalized) is 0.0847. The MHC is HLA-A02:03 with pseudo-sequence HLA-A02:03. The peptide sequence is EVRLATMLF. (5) The peptide sequence is ETTEANAGQ. The MHC is HLA-B15:17 with pseudo-sequence HLA-B15:17. The binding affinity (normalized) is 0.0847.